From a dataset of Full USPTO retrosynthesis dataset with 1.9M reactions from patents (1976-2016). Predict the reactants needed to synthesize the given product. (1) Given the product [NH:1]1[C:9]2[C:4](=[C:5]([N:10]3[CH2:15][CH2:14][N:13]([C:16]([CH:18]4[CH2:27][CH2:26][C:25]5[C:20](=[CH:21][CH:22]=[C:23]([CH3:28])[CH:24]=5)[NH:19]4)=[O:17])[CH2:12][CH2:11]3)[CH:6]=[CH:7][CH:8]=2)[CH:3]=[CH:2]1, predict the reactants needed to synthesize it. The reactants are: [NH:1]1[C:9]2[C:4](=[C:5]([N:10]3[CH2:15][CH2:14][N:13]([C:16]([CH:18]4[CH2:27][CH2:26][C:25]5[C:20](=[CH:21][CH:22]=[CH:23][CH:24]=5)[NH:19]4)=[O:17])[CH2:12][CH2:11]3)[CH:6]=[CH:7][CH:8]=2)[CH:3]=[CH:2]1.[CH3:28]C1C=C2C(=CC=1)NC(C(O)=O)CC2. (2) Given the product [CH:8]1[N:12]=[CH:11][N:10]([CH2:13][C:14]([P:16]([O-:19])([OH:18])=[O:17])([P:20]([O-:22])([OH:23])=[O:21])[OH:15])[CH:9]=1.[OH2:7].[OH2:1].[OH2:7].[OH2:7].[Na+:2].[Na+:2], predict the reactants needed to synthesize it. The reactants are: [OH-:1].[Na+:2].CN(C=[O:7])C.[CH:8]1[N:12]=[CH:11][N:10]([CH2:13][C:14]([P:20]([OH:23])([OH:22])=[O:21])([P:16]([OH:19])([OH:18])=[O:17])[OH:15])[CH:9]=1.CO. (3) The reactants are: [CH2:1]([OH:6])[CH2:2][C@@H:3]([OH:5])[CH3:4]. Given the product [CH2:1]([OH:6])[CH2:2][C@H:3]([OH:5])[CH3:4].[CH2:1]([OH:6])[CH2:2][CH:3]([OH:5])[CH3:4], predict the reactants needed to synthesize it. (4) Given the product [CH2:1]([C:9]1[CH:18]=[C:17]2[C:12]([CH:13]=[CH:14][C:15]([O:19][CH3:20])=[CH:16]2)=[CH:11][CH:10]=1)[CH2:2][CH2:3][CH2:4][CH2:5][CH2:6][CH2:7][CH3:8], predict the reactants needed to synthesize it. The reactants are: [C:1]([C:9]1[CH:18]=[C:17]2[C:12]([CH:13]=[CH:14][C:15]([O:19][CH3:20])=[CH:16]2)=[CH:11][CH:10]=1)#[C:2][CH2:3][CH2:4][CH2:5][CH2:6][CH2:7][CH3:8].CCCCCC. (5) Given the product [CH3:1][C:2]1([CH3:32])[C:6](=[O:7])[N:5]([C:8]2[CH:9]=[CH:10][C:11]([O:19][C:20]([F:23])([F:22])[F:21])=[C:12]([NH:14][C:15](=[O:18])[CH2:16][N:37]3[CH2:38][CH2:39][CH:34]([CH3:33])[CH2:35][CH2:36]3)[CH:13]=2)[C:4](=[O:24])[N:3]1[CH2:25][C:26]1[CH:31]=[CH:30][N:29]=[CH:28][CH:27]=1, predict the reactants needed to synthesize it. The reactants are: [CH3:1][C:2]1([CH3:32])[C:6](=[O:7])[N:5]([C:8]2[CH:9]=[CH:10][C:11]([O:19][C:20]([F:23])([F:22])[F:21])=[C:12]([NH:14][C:15](=[O:18])[CH2:16]Cl)[CH:13]=2)[C:4](=[O:24])[N:3]1[CH2:25][C:26]1[CH:31]=[CH:30][N:29]=[CH:28][CH:27]=1.[CH3:33][CH:34]1[CH2:39][CH2:38][NH:37][CH2:36][CH2:35]1.